This data is from Full USPTO retrosynthesis dataset with 1.9M reactions from patents (1976-2016). The task is: Predict the reactants needed to synthesize the given product. (1) Given the product [N+:15]([C:9]1[CH:8]=[CH:7][CH:6]=[C:5]2[C:10]=1[CH:11]=[CH:12][C:3]([C:2]([F:1])([F:13])[F:14])=[N:4]2)([O-:17])=[O:16], predict the reactants needed to synthesize it. The reactants are: [F:1][C:2]([F:14])([F:13])[C:3]1[CH:12]=[CH:11][C:10]2[C:5](=[CH:6][CH:7]=[CH:8][CH:9]=2)[N:4]=1.[N+:15]([O-])([O-:17])=[O:16].[K+]. (2) Given the product [Cl:1][C:2]1[CH:7]=[CH:6][CH:5]=[CH:4][C:3]=1[CH:8]([N:10]1[C:16]2[CH:17]=[C:18]([C:31]3[N:35]4[CH:36]=[CH:37][CH:38]=[CH:39][C:34]4=[N:33][CH:32]=3)[S:19][C:15]=2[C:14](=[O:29])[NH:13][CH2:12][CH2:11]1)[CH3:9], predict the reactants needed to synthesize it. The reactants are: [Cl:1][C:2]1[CH:7]=[CH:6][CH:5]=[CH:4][C:3]=1[CH:8]([N:10]1[C:16]2[CH:17]=[C:18](B3OC(C)(C)C(C)(C)O3)[S:19][C:15]=2[C:14](=[O:29])[NH:13][CH2:12][CH2:11]1)[CH3:9].I[C:31]1[N:35]2[CH:36]=[CH:37][CH:38]=[CH:39][C:34]2=[N:33][CH:32]=1.C([O-])([O-])=O.[K+].[K+].O. (3) Given the product [I:28][C:15]1[C:16]([C:23]([O:25][CH2:26][CH3:27])=[O:24])=[C:17]2[C:18](=[O:19])[NH:8][C:9]3([CH2:11][CH2:10]3)[CH2:12][N:13]2[N:14]=1, predict the reactants needed to synthesize it. The reactants are: C(OC([NH:8][C:9]1([CH2:12][N:13]2[C:17]([C:18](OCC)=[O:19])=[C:16]([C:23]([O:25][CH2:26][CH3:27])=[O:24])[C:15]([I:28])=[N:14]2)[CH2:11][CH2:10]1)=O)(C)(C)C.Cl.